Dataset: Full USPTO retrosynthesis dataset with 1.9M reactions from patents (1976-2016). Task: Predict the reactants needed to synthesize the given product. (1) Given the product [CH3:24][O:23][C:10]1[CH:11]=[C:12]2[C:13]([CH:15]=[CH:16][NH:20]2)=[CH:14][C:9]=1[OH:8], predict the reactants needed to synthesize it. The reactants are: C([O:8][C:9]1[CH:14]=[C:13](/[CH:15]=[CH:16]/[N+]([O-])=O)[C:12]([N+:20]([O-])=O)=[CH:11][C:10]=1[O:23][CH3:24])C1C=CC=CC=1. (2) Given the product [N:17]1([C:7]([CH:4]2[S:3][C:2]([Cl:1])=[N:6][CH2:5]2)=[O:9])[CH2:20][CH2:19][CH2:18]1, predict the reactants needed to synthesize it. The reactants are: [Cl:1][C:2]1[S:3][C:4]([C:7]([OH:9])=O)=[CH:5][N:6]=1.C(Cl)(=O)C(Cl)=O.Cl.[NH:17]1[CH2:20][CH2:19][CH2:18]1.C(N(CC)CC)C. (3) Given the product [Cl:33][C:28]1[N:27]=[C:26]([C:23]2[CH:24]=[CH:25][CH:20]=[CH:21][CH:22]=2)[N:31]=[C:30]([NH:6][C:5]2[CH:7]=[CH:8][C:2]([Cl:1])=[CH:3][CH:4]=2)[CH:29]=1, predict the reactants needed to synthesize it. The reactants are: [Cl:1][C:2]1[CH:8]=[CH:7][C:5]([NH2:6])=[CH:4][CH:3]=1.[Li]CCCC.C1CCCCC1.[CH:20]1[CH:21]=[CH:22][C:23]([C:26]2[N:27]=[C:28]([Cl:33])[CH:29]=[C:30](Cl)[N:31]=2)=[CH:24][CH:25]=1. (4) Given the product [Br:19][C:10]1[C:3]2[C:2]([Cl:1])=[N:7][CH:6]=[N:5][C:4]=2[S:8][C:9]=1[I:11], predict the reactants needed to synthesize it. The reactants are: [Cl:1][C:2]1[C:3]2[CH:10]=[C:9]([I:11])[S:8][C:4]=2[N:5]=[CH:6][N:7]=1.C1C(=O)N([Br:19])C(=O)C1. (5) The reactants are: I[C:2]1[CH:7]=[CH:6][CH:5]=[C:4]([N+:8]([O-:10])=[O:9])[CH:3]=1.[CH3:11][N:12]1[CH2:17][CH2:16][NH:15][C:14](=[O:18])[CH2:13]1.CN[C@@H]1CCCC[C@H]1NC.P([O-])([O-])([O-])=O.[K+].[K+].[K+]. Given the product [CH3:11][N:12]1[CH2:17][CH2:16][N:15]([C:2]2[CH:7]=[CH:6][CH:5]=[C:4]([N+:8]([O-:10])=[O:9])[CH:3]=2)[C:14](=[O:18])[CH2:13]1, predict the reactants needed to synthesize it.